This data is from Forward reaction prediction with 1.9M reactions from USPTO patents (1976-2016). The task is: Predict the product of the given reaction. (1) Given the reactants [C:1]([C:3]1[N:4]=[CH:5][C:6]([NH:20][CH:21]([CH2:25][C:26]([F:29])([F:28])[F:27])[C:22]([NH2:24])=[O:23])=[N:7][C:8]=1[NH:9][C:10]1[CH:11]=[C:12]2[C:17](=[CH:18][CH:19]=1)[N:16]=[CH:15][CH:14]=[CH:13]2)#[N:2].[OH-].[Na+].OO.CC(O)=[O:36], predict the reaction product. The product is: [NH2:24][C:22](=[O:23])[CH:21]([NH:20][C:6]1[N:7]=[C:8]([NH:9][C:10]2[CH:11]=[C:12]3[C:17](=[CH:18][CH:19]=2)[N:16]=[CH:15][CH:14]=[CH:13]3)[C:3]([C:1]([NH2:2])=[O:36])=[N:4][CH:5]=1)[CH2:25][C:26]([F:28])([F:29])[F:27]. (2) Given the reactants Br[C:2]1[CH:3]=[N:4][C:5]([CH2:8][O:9][CH3:10])=[N:6][CH:7]=1.[F:11][C:12]1[CH:17]=[C:16]([C:18]([O:20][CH3:21])=[O:19])[C:15]([F:22])=[CH:14][C:13]=1[NH:23][S:24]([C:27]1[CH:32]=[CH:31][C:30](B(O)O)=[CH:29][CH:28]=1)(=[O:26])=[O:25].C(=O)([O-])[O-].[Na+].[Na+], predict the reaction product. The product is: [F:22][C:15]1[CH:14]=[C:13]([NH:23][S:24]([C:27]2[CH:28]=[CH:29][C:30]([C:2]3[CH:3]=[N:4][C:5]([CH2:8][O:9][CH3:10])=[N:6][CH:7]=3)=[CH:31][CH:32]=2)(=[O:25])=[O:26])[C:12]([F:11])=[CH:17][C:16]=1[C:18]([O:20][CH3:21])=[O:19]. (3) Given the reactants [Cl:1][C:2]1[CH:7]=[CH:6][C:5]([C:8]2[O:9][C:10]3[C:16]([C:17]([OH:19])=O)=[CH:15][CH:14]=[CH:13][C:11]=3[N:12]=2)=[CH:4][CH:3]=1.Cl.Cl.[NH2:22][CH:23]1[CH2:30][CH:29]2[N:31]([CH3:32])[CH:25]([CH2:26][CH2:27][CH2:28]2)[CH2:24]1, predict the reaction product. The product is: [CH3:32][N:31]1[CH:25]2[CH2:26][CH2:27][CH2:28][CH:29]1[CH2:30][CH:23]([NH:22][C:17]([C:16]1[C:10]3[O:9][C:8]([C:5]4[CH:4]=[CH:3][C:2]([Cl:1])=[CH:7][CH:6]=4)=[N:12][C:11]=3[CH:13]=[CH:14][CH:15]=1)=[O:19])[CH2:24]2. (4) Given the reactants [F:1][C:2]1[CH:3]=[C:4]([NH:9][C:10]2[C:15]([C:16]([NH:18][C@@H:19]3[CH2:23][CH2:22][N:21]([C:24]([O:26][C:27]([CH3:30])([CH3:29])[CH3:28])=[O:25])[CH2:20]3)=[O:17])=[CH:14][C:13]([F:31])=[CH:12][N:11]=2)[CH:5]=[CH:6][C:7]=1[F:8].[C:32](N1C=CN=C1)(N1C=CN=C1)=[O:33].[H-].[Na+].O, predict the reaction product. The product is: [F:1][C:2]1[CH:3]=[C:4]([N:9]2[C:10]3[N:11]=[CH:12][C:13]([F:31])=[CH:14][C:15]=3[C:16](=[O:17])[N:18]([C@@H:19]3[CH2:23][CH2:22][N:21]([C:24]([O:26][C:27]([CH3:28])([CH3:30])[CH3:29])=[O:25])[CH2:20]3)[C:32]2=[O:33])[CH:5]=[CH:6][C:7]=1[F:8]. (5) Given the reactants CS([C:4]1[N:9]=[C:8]([CH:10]([C:24]2[CH:25]=[C:26]([CH:29]=[CH:30][CH:31]=2)[C:27]#[N:28])[CH:11]([C:18]2[CH:19]=[N:20][CH:21]=[CH:22][CH:23]=2)[C:12]2[CH:13]=[N:14][CH:15]=[CH:16][CH:17]=2)[CH:7]=[CH:6][N:5]=1)=O.[NH3:32], predict the reaction product. The product is: [NH2:32][C:4]1[N:9]=[C:8]([CH:10]([C:24]2[CH:25]=[C:26]([CH:29]=[CH:30][CH:31]=2)[C:27]#[N:28])[CH:11]([C:18]2[CH:19]=[N:20][CH:21]=[CH:22][CH:23]=2)[C:12]2[CH:13]=[N:14][CH:15]=[CH:16][CH:17]=2)[CH:7]=[CH:6][N:5]=1. (6) Given the reactants C(NC1C=CC(C2C=C3C(CN([C@@H](C(C)C)C(OC)=O)C3=O)=CC=2)=CC=1)(=O)C1C=CC=CC=1.[NH2:34][C:35]1[CH:40]=[CH:39][C:38]([C:41]2[CH:49]=[C:48]3[C:44]([CH2:45][N:46]([C:51]4([C:55]([O:57][CH3:58])=[O:56])[CH2:54][CH2:53][CH2:52]4)[C:47]3=[O:50])=[CH:43][CH:42]=2)=[CH:37][CH:36]=1.[CH3:59][C:60]1[CH:68]=[CH:67][C:63]([C:64](Cl)=[O:65])=[CH:62][CH:61]=1, predict the reaction product. The product is: [CH3:59][C:60]1[CH:68]=[CH:67][C:63]([C:64]([NH:34][C:35]2[CH:36]=[CH:37][C:38]([C:41]3[CH:49]=[C:48]4[C:44]([CH2:45][N:46]([C:51]5([C:55]([O:57][CH3:58])=[O:56])[CH2:52][CH2:53][CH2:54]5)[C:47]4=[O:50])=[CH:43][CH:42]=3)=[CH:39][CH:40]=2)=[O:65])=[CH:62][CH:61]=1. (7) Given the reactants [CH2:1]([NH2:8])[C:2]1[CH:7]=[CH:6][CH:5]=[CH:4][CH:3]=1.Cl[S:10]([C:13]1[CH:18]=[CH:17][C:16]([CH2:19][C:20]([OH:22])=[O:21])=[CH:15][CH:14]=1)(=[O:12])=[O:11], predict the reaction product. The product is: [CH2:1]([NH:8][S:10]([C:13]1[CH:14]=[CH:15][C:16]([CH2:19][C:20]([OH:22])=[O:21])=[CH:17][CH:18]=1)(=[O:12])=[O:11])[C:2]1[CH:7]=[CH:6][CH:5]=[CH:4][CH:3]=1. (8) Given the reactants [CH2:1]([N:8]1[CH2:15][CH:14]2[CH2:16][CH:10]([CH2:11][NH:12][CH2:13]2)[CH2:9]1)[C:2]1[CH:7]=[CH:6][CH:5]=[CH:4][CH:3]=1.Br[CH2:18][CH2:19][OH:20], predict the reaction product. The product is: [CH2:1]([N:8]1[CH2:9][CH:10]2[CH2:16][CH:14]([CH2:13][N:12]([CH2:18][CH2:19][OH:20])[CH2:11]2)[CH2:15]1)[C:2]1[CH:7]=[CH:6][CH:5]=[CH:4][CH:3]=1. (9) Given the reactants [Cl:1][C:2]1[C:7]([F:8])=[CH:6][CH:5]=[C:4]([Cl:9])[C:3]=1[C@@H:10]([OH:12])[CH3:11].[Br:13][C:14]1[CH:19]=[N:18][CH:17]([NH:20][C:21]([O:23][C:24]([CH3:27])([CH3:26])[CH3:25])=[O:22])[C:16](Br)(O)[CH:15]=1.C1(P(C2C=CC=CC=2)C2C=CC=CC=2)C=CC=CC=1, predict the reaction product. The product is: [Br:13][C:14]1[CH:15]=[C:16]([O:12][CH:10]([C:3]2[C:4]([Cl:9])=[CH:5][CH:6]=[C:7]([F:8])[C:2]=2[Cl:1])[CH3:11])[C:17]([NH:20][C:21]([O:23][C:24]([CH3:27])([CH3:26])[CH3:25])=[O:22])=[N:18][CH:19]=1. (10) The product is: [N:1]1[S:5][N:4]=[C:3]2[C:6]([S:10]([NH:13][C:14]3[CH:22]=[C:21]([Cl:23])[CH:20]=[CH:19][C:15]=3[C:16]([NH:38][C@H:28]([CH2:29][C:30]3[CH:35]=[CH:34][C:33]([Cl:36])=[C:32]([Cl:37])[CH:31]=3)[C:27]([OH:26])=[O:39])=[O:17])(=[O:12])=[O:11])=[CH:7][CH:8]=[CH:9][C:2]=12. Given the reactants [N:1]1[S:5][N:4]=[C:3]2[C:6]([S:10]([NH:13][C:14]3[CH:22]=[C:21]([Cl:23])[CH:20]=[CH:19][C:15]=3[C:16](O)=[O:17])(=[O:12])=[O:11])=[CH:7][CH:8]=[CH:9][C:2]=12.Cl.C[O:26][C:27](=[O:39])[C@H:28]([NH2:38])[CH2:29][C:30]1[CH:35]=[CH:34][C:33]([Cl:36])=[C:32]([Cl:37])[CH:31]=1, predict the reaction product.